This data is from Full USPTO retrosynthesis dataset with 1.9M reactions from patents (1976-2016). The task is: Predict the reactants needed to synthesize the given product. (1) Given the product [CH3:1][N:2]([CH3:28])[C:3](=[O:4])[C:5]1[CH:10]=[CH:9][C:8]([N:11]2[CH:20]=[C:19]3[C:13]([CH2:14][CH2:15][NH:16][CH2:17][CH2:18]3)=[N:12]2)=[CH:7][CH:6]=1, predict the reactants needed to synthesize it. The reactants are: [CH3:1][N:2]([CH3:28])[C:3]([C:5]1[CH:10]=[CH:9][C:8]([N:11]2[CH:20]=[C:19]3[C:13]([CH2:14][CH2:15][N:16](C(OC(C)(C)C)=O)[CH2:17][CH2:18]3)=[N:12]2)=[CH:7][CH:6]=1)=[O:4].FC(F)(F)C(O)=O. (2) Given the product [C:13]([C:2]1[CH:3]=[C:4]([CH2:8][C:9]([O:11][CH3:12])=[O:10])[CH:5]=[CH:6][CH:7]=1)#[N:14], predict the reactants needed to synthesize it. The reactants are: Br[C:2]1[CH:3]=[C:4]([CH2:8][C:9]([O:11][CH3:12])=[O:10])[CH:5]=[CH:6][CH:7]=1.[CH3:13][N:14](C=O)C. (3) Given the product [N:6]1[C:5]2[CH:7]=[CH:8][CH:9]=[CH:10][C:4]=2[NH:3][C:2]=1[NH:16][C:15]1[CH:17]=[CH:18][C:12]([Br:11])=[C:13]([C:19]([F:22])([F:20])[F:21])[CH:14]=1, predict the reactants needed to synthesize it. The reactants are: Cl[C:2]1[NH:3][C:4]2[CH:10]=[CH:9][CH:8]=[CH:7][C:5]=2[N:6]=1.[Br:11][C:12]1[CH:18]=[CH:17][C:15]([NH2:16])=[CH:14][C:13]=1[C:19]([F:22])([F:21])[F:20]. (4) Given the product [NH2:18][C:11]1[C:10]2[N:9]=[C:8]([CH2:19][CH3:20])[N:7]([CH2:6][CH2:5][O:4][CH2:3][CH2:2][NH:1][C:30]([NH:29][C:21](=[O:28])[C:22]3[CH:23]=[CH:24][CH:25]=[CH:26][CH:27]=3)=[O:31])[C:15]=2[C:14]([CH3:16])=[C:13]([CH3:17])[N:12]=1, predict the reactants needed to synthesize it. The reactants are: [NH2:1][CH2:2][CH2:3][O:4][CH2:5][CH2:6][N:7]1[C:15]2[C:14]([CH3:16])=[C:13]([CH3:17])[N:12]=[C:11]([NH2:18])[C:10]=2[N:9]=[C:8]1[CH2:19][CH3:20].[C:21]([N:29]=[C:30]=[O:31])(=[O:28])[C:22]1[CH:27]=[CH:26][CH:25]=[CH:24][CH:23]=1. (5) Given the product [F:1][C:2]1[CH:9]=[C:8]([C:10]2[CH:11]=[N:12][C:13]([N:16]3[CH2:21][CH2:20][O:19][C@H:18]([CH2:22][N:23]4[C:27]5=[N:28][C:29]([C:32]6[CH:33]=[N:34][N:35]([CH3:37])[CH:36]=6)=[CH:30][N:31]=[C:26]5[N:25]=[N:24]4)[CH2:17]3)=[N:14][CH:15]=2)[CH:7]=[CH:6][C:3]=1[CH2:4][N:46]1[CH2:47][CH2:48][N:43]([CH3:42])[CH2:44][CH2:45]1, predict the reactants needed to synthesize it. The reactants are: [F:1][C:2]1[CH:9]=[C:8]([C:10]2[CH:11]=[N:12][C:13]([N:16]3[CH2:21][CH2:20][O:19][C@H:18]([CH2:22][N:23]4[C:27]5=[N:28][C:29]([C:32]6[CH:33]=[N:34][N:35]([CH3:37])[CH:36]=6)=[CH:30][N:31]=[C:26]5[N:25]=[N:24]4)[CH2:17]3)=[N:14][CH:15]=2)[CH:7]=[CH:6][C:3]=1[CH:4]=O.CC(O)=O.[CH3:42][N:43]1[CH2:48][CH2:47][NH:46][CH2:45][CH2:44]1.C([O-])([O-])=O.[K+].[K+].